Predict the product of the given reaction. From a dataset of Forward reaction prediction with 1.9M reactions from USPTO patents (1976-2016). (1) Given the reactants [F:1][C:2]1[CH:7]=[CH:6][C:5]([NH2:8])=[C:4]([N+:9]([O-:11])=[O:10])[CH:3]=1.[C:12](#[N:15])[CH:13]=[CH2:14], predict the reaction product. The product is: [F:1][C:2]1[CH:7]=[CH:6][C:5]([NH:8][CH2:14][CH2:13][C:12]#[N:15])=[C:4]([N+:9]([O-:11])=[O:10])[CH:3]=1. (2) The product is: [CH3:12][N:11]([CH3:13])[N:8]1[CH2:7][CH2:6][C:5]2([N:14]([O:27][CH2:31][CH2:32][O:33][CH3:34])[C:15](=[O:26])[CH:16]([C:17]3[C:22]([CH3:23])=[CH:21][C:20]([CH3:24])=[CH:19][C:18]=3[CH3:25])[C:3]2=[O:4])[CH2:10][CH2:9]1. Given the reactants CO[C:3]([C:5]1([N:14]([OH:27])[C:15](=[O:26])[CH2:16][C:17]2[C:22]([CH3:23])=[CH:21][C:20]([CH3:24])=[CH:19][C:18]=2[CH3:25])[CH2:10][CH2:9][N:8]([N:11]([CH3:13])[CH3:12])[CH2:7][CH2:6]1)=[O:4].[H-].[Na+].Br[CH2:31][CH2:32][O:33][CH3:34].C[O-].[Na+].[Cl-].[NH4+].Cl, predict the reaction product. (3) Given the reactants [NH2:1][C:2]1[N:11]=[CH:10][C:9]2[C:8](SC)=[N:7][CH:6]=[N:5][C:4]=2[CH:3]=1.[NH2:14][C:15]1[CH:20]=[CH:19][CH:18]=[C:17]([CH3:21])[CH:16]=1, predict the reaction product. The product is: [NH2:1][C:2]1[N:11]=[CH:10][C:9]2[C:8]([NH:14][C:15]3[CH:20]=[CH:19][CH:18]=[C:17]([CH3:21])[CH:16]=3)=[N:7][CH:6]=[N:5][C:4]=2[CH:3]=1. (4) Given the reactants [CH3:1][O:2][C:3]1[CH:8]=[CH:7][C:6]([NH:9][CH:10]2[CH2:15][CH2:14][N:13]([C@H:16]([CH3:20])[CH2:17][C:18]#[N:19])[CH2:12][CH2:11]2)=[CH:5][CH:4]=1, predict the reaction product. The product is: [NH2:19][CH2:18][CH2:17][C@H:16]([N:13]1[CH2:12][CH2:11][CH:10]([NH:9][C:6]2[CH:7]=[CH:8][C:3]([O:2][CH3:1])=[CH:4][CH:5]=2)[CH2:15][CH2:14]1)[CH3:20]. (5) Given the reactants [OH:1][CH2:2][CH2:3][C:4]1[CH:9]=[CH:8][CH:7]=[CH:6][N:5]=1.[CH2:10]([O:17][C:18]1[CH:23]=[CH:22][C:21]([C:24]2[CH:29]=[CH:28][C:27]([C:30](O)=[O:31])=[CH:26][CH:25]=2)=[CH:20][CH:19]=1)[CH2:11][CH2:12][CH2:13][CH2:14][CH2:15][CH3:16], predict the reaction product. The product is: [N:5]1[CH:6]=[CH:7][CH:8]=[CH:9][C:4]=1[CH2:3][CH2:2][O:1][C:30]([C:27]1[CH:26]=[CH:25][C:24]([C:21]2[CH:22]=[CH:23][C:18]([O:17][CH2:10][CH2:11][CH2:12][CH2:13][CH2:14][CH2:15][CH3:16])=[CH:19][CH:20]=2)=[CH:29][CH:28]=1)=[O:31].